This data is from Full USPTO retrosynthesis dataset with 1.9M reactions from patents (1976-2016). The task is: Predict the reactants needed to synthesize the given product. Given the product [ClH:27].[ClH:27].[CH3:33][C:34]1[CH:43]=[CH:42][C:41]2[C:36](=[CH:37][CH:38]=[CH:39][C:40]=2[N:44]2[CH2:49][CH2:48][N:47]([CH2:50][CH2:51][C:52]3[CH:53]=[C:54]([N:58]4[CH2:62][CH2:61][NH:60][C:59]4=[O:63])[CH:55]=[CH:56][CH:57]=3)[CH2:46][CH2:45]2)[N:35]=1, predict the reactants needed to synthesize it. The reactants are: CC1C=CC2C(=CC=CC=2N2CCN(CCC3C=C(C=CC=3)N)CC2)N=1.[Cl:27]CCN=C=O.[CH3:33][C:34]1[CH:43]=[CH:42][C:41]2[C:36](=[CH:37][CH:38]=[CH:39][C:40]=2[N:44]2[CH2:49][CH2:48][N:47]([CH2:50][CH2:51][C:52]3[CH:53]=[C:54]([N:58]4[CH2:62][CH2:61][NH:60][C:59]4=[O:63])[CH:55]=[CH:56][CH:57]=3)[CH2:46][CH2:45]2)[N:35]=1.